Task: Predict the reactants needed to synthesize the given product.. Dataset: Full USPTO retrosynthesis dataset with 1.9M reactions from patents (1976-2016) (1) Given the product [CH2:1]([N:4]1[C:8]2=[C:9]([N:16]3[CH2:25][CH2:24][C:23]4[C:18](=[CH:19][CH:20]=[CH:21][CH:22]=4)[CH2:17]3)[N:10]=[C:11]([C:13]([NH:66][CH2:65][C:64]3[CH:67]=[CH:68][C:61]([CH3:60])=[CH:62][CH:63]=3)=[O:15])[CH:12]=[C:7]2[C:6]([CH3:26])=[C:5]1[CH3:27])[CH:2]=[CH2:3], predict the reactants needed to synthesize it. The reactants are: [CH2:1]([N:4]1[C:8]2=[C:9]([N:16]3[CH2:25][CH2:24][C:23]4[C:18](=[CH:19][CH:20]=[CH:21][CH:22]=4)[CH2:17]3)[N:10]=[C:11]([C:13]([OH:15])=O)[CH:12]=[C:7]2[C:6]([CH3:26])=[C:5]1[CH3:27])[CH:2]=[CH2:3].O.ON1C2C=CC=CC=2N=N1.Cl.CN(C)CCCN=C=NCC.C(N(C(C)C)CC)(C)C.[CH3:60][C:61]1[CH:68]=[CH:67][C:64]([CH2:65][NH2:66])=[CH:63][CH:62]=1. (2) Given the product [F:1][C:2]([F:25])([C:18]1[CH:23]=[CH:22][C:21]([F:24])=[CH:20][N:19]=1)[C:3]1[N:12]=[C:11]([NH:46][C:43]2[CH:42]=[C:41]([CH3:40])[NH:45][N:44]=2)[C:10]2[C:5](=[C:6]([C:14]([F:17])([F:16])[F:15])[CH:7]=[CH:8][CH:9]=2)[N:4]=1, predict the reactants needed to synthesize it. The reactants are: [F:1][C:2]([F:25])([C:18]1[CH:23]=[CH:22][C:21]([F:24])=[CH:20][N:19]=1)[C:3]1[N:12]=[C:11](O)[C:10]2[C:5](=[C:6]([C:14]([F:17])([F:16])[F:15])[CH:7]=[CH:8][CH:9]=2)[N:4]=1.P(Br)(Br)(Br)=O.CCN(C(C)C)C(C)C.[CH3:40][C:41]1[NH:45][N:44]=[C:43]([NH2:46])[CH:42]=1.